Dataset: Peptide-MHC class I binding affinity with 185,985 pairs from IEDB/IMGT. Task: Regression. Given a peptide amino acid sequence and an MHC pseudo amino acid sequence, predict their binding affinity value. This is MHC class I binding data. (1) The MHC is HLA-B27:05 with pseudo-sequence HLA-B27:05. The binding affinity (normalized) is 0.0847. The peptide sequence is FRKEFTKLE. (2) The peptide sequence is VIVLCIAAL. The MHC is H-2-Kb with pseudo-sequence H-2-Kb. The binding affinity (normalized) is 0.348. (3) The MHC is HLA-A11:01 with pseudo-sequence HLA-A11:01. The binding affinity (normalized) is 0.203. The peptide sequence is PSRSKMLKR.